From a dataset of Reaction yield outcomes from USPTO patents with 853,638 reactions. Predict the reaction yield, written as a fraction of the theoretical maximum amount of product (1.0 means a 100% yield; for example, 0.34 means a 34% yield). (1) The reactants are [Cl:1][C:2]1[N:7]=[CH:6][C:5]([C:8]([C:16]2[CH:17]=[C:18]3[C:23](=[CH:24][CH:25]=2)[N:22]=[C:21]([O:26]C)[CH:20]=[C:19]3[C:28]2[CH:33]=[CH:32][CH:31]=[C:30]([O:34][CH2:35][CH3:36])[CH:29]=2)([C:10]2[N:11]([CH3:15])[CH:12]=[N:13][CH:14]=2)[OH:9])=[CH:4][CH:3]=1.Cl. The catalyst is C1COCC1. The product is [Cl:1][C:2]1[N:7]=[CH:6][C:5]([C:8]([OH:9])([C:10]2[N:11]([CH3:15])[CH:12]=[N:13][CH:14]=2)[C:16]2[CH:17]=[C:18]3[C:23](=[CH:24][CH:25]=2)[NH:22][C:21](=[O:26])[CH:20]=[C:19]3[C:28]2[CH:33]=[CH:32][CH:31]=[C:30]([O:34][CH2:35][CH3:36])[CH:29]=2)=[CH:4][CH:3]=1. The yield is 0.850. (2) The reactants are [CH3:1][O:2][CH:3]1[C:8](=O)[CH2:7][CH2:6][O:5][CH2:4]1.[CH:10]([O-])=O.[NH4+:13]. The catalyst is [Pd].O.CO. The product is [CH3:1][O:2][C@H:3]1[C@@H:8]([NH:13][CH3:10])[CH2:7][CH2:6][O:5][CH2:4]1. The yield is 0.490. (3) The reactants are [NH2:1][C:2]1[N:7]=[C:6]([N:8]([CH2:16][C:17]2[CH:22]=[CH:21][C:20]([O:23][CH3:24])=[CH:19][C:18]=2[O:25][CH3:26])[C:9](=[O:15])[O:10][C:11]([CH3:14])([CH3:13])[CH3:12])[C:5]2[N:27]=[CH:28][N:29]([CH3:30])[C:4]=2[CH:3]=1.[I:31]N1C(=O)CCC1=O. The catalyst is CC#N. The product is [NH2:1][C:2]1[N:7]=[C:6]([N:8]([CH2:16][C:17]2[CH:22]=[CH:21][C:20]([O:23][CH3:24])=[CH:19][C:18]=2[O:25][CH3:26])[C:9](=[O:15])[O:10][C:11]([CH3:12])([CH3:13])[CH3:14])[C:5]2[N:27]=[CH:28][N:29]([CH3:30])[C:4]=2[C:3]=1[I:31]. The yield is 0.820. (4) The reactants are [Cl:1][C:2]1[N:3]=[C:4](Cl)[C:5]2[O:10][CH:9]=[CH:8][C:6]=2[N:7]=1.[N+:12]([C:15]1[CH:16]=[C:17]([OH:21])[CH:18]=[CH:19][CH:20]=1)([O-:14])=[O:13].C(N(C(C)C)CC)(C)C. The catalyst is CO. The product is [Cl:1][C:2]1[N:3]=[C:4]([O:21][C:17]2[CH:18]=[CH:19][CH:20]=[C:15]([N+:12]([O-:14])=[O:13])[CH:16]=2)[C:5]2[O:10][CH:9]=[CH:8][C:6]=2[N:7]=1. The yield is 0.640. (5) The yield is 0.500. The reactants are [Cl:1][C:2]1[CH:7]=[CH:6][CH:5]=[CH:4][C:3]=1[N:8]1[C:12]([C:13]([OH:15])=O)=[CH:11][C:10]([C:16]([O:18][CH3:19])=[O:17])=[N:9]1.[CH3:20][S:21]([C:24]1[CH:25]=[C:26]([CH:31]=[CH:32][CH:33]=1)[C:27]([NH:29][NH2:30])=O)(=[O:23])=[O:22].[Cl-].[NH2+]1CCN=C1.C(N(CC)CC)C. The catalyst is ClCCl.O. The product is [Cl:1][C:2]1[CH:7]=[CH:6][CH:5]=[CH:4][C:3]=1[N:8]1[C:12]([C:13]2[O:15][C:27]([C:26]3[CH:31]=[CH:32][CH:33]=[C:24]([S:21]([CH3:20])(=[O:23])=[O:22])[CH:25]=3)=[N:29][N:30]=2)=[CH:11][C:10]([C:16]([O:18][CH3:19])=[O:17])=[N:9]1. (6) The reactants are [Cl:1][C:2]1[N:7]=[CH:6][C:5]([OH:8])=[CH:4][CH:3]=1.C1(P(C2C=CC=CC=2)C2C=CC=CC=2)C=CC=CC=1.[O:28]1[CH2:30][C@H:29]1[CH2:31]O.CCOC(/N=N/C(OCC)=O)=O. The catalyst is C1COCC1. The product is [Cl:1][C:2]1[CH:3]=[CH:4][C:5]([O:8][CH2:31][C@@H:29]2[CH2:30][O:28]2)=[CH:6][N:7]=1. The yield is 0.590. (7) The product is [NH2:41][C:12]([CH3:13])([CH2:11][N:9]1[CH:8]=[C:5]2[N:6]=[CH:7][C:2]([Br:1])=[CH:3][C:4]2=[N:10]1)[C:24]#[N:25].[Br:33][C:31]1[CH:30]=[N:29][C:28]2=[CH:34][N:25]([CH2:24][C:23](=[O:22])[CH3:35])[N:26]=[C:27]2[CH:32]=1.[Br:36][C:37]1[CH:38]=[C:39]([N+:45]([O-:47])=[O:46])[C:40]([CH:43]=[O:44])=[N:41][CH:42]=1.[Br:58][C:52]1[CH:53]=[C:54]([N+:55]([O-:57])=[O:56])[C:49]([CH:18]=[CH2:19])=[N:50][CH:51]=1. The reactants are [Br:1][C:2]1[CH:7]=[N:6][C:5]2=[CH:8][N:9]([CH2:11][C:12](=O)[CH3:13])[N:10]=[C:4]2[CH:3]=1.[Si]([O:22][CH:23]([CH3:35])[CH2:24][N:25]1[CH:34]=[C:28]2[N:29]=[CH:30][C:31]([Br:33])=[CH:32][C:27]2=[N:26]1)([C:18](C)(C)[CH3:19])(C)C.[Br:36][C:37]1[CH:38]=[C:39]([N+:45]([O-:47])=[O:46])[C:40]([CH:43]=[O:44])=[N:41][CH:42]=1.N[C:49]1[C:54]([N+:55]([O-:57])=[O:56])=[CH:53][C:52]([Br:58])=[CH:51][N:50]=1.II.BrC1C=C([N+]([O-])=O)C(I)=NC=1.I([O-])(=O)(=O)=O.[Na+]. The yield is 0.800. The catalyst is O.C1COCC1.[Cu](Br)Br.[Os](=O)(=O)(=O)=O. (8) The reactants are [NH2:1][C:2]1[C:11]([CH:12]=O)=[C:10]([C:14]2[CH:15]=[C:16]3[C:21](=[CH:22][CH:23]=2)[O:20][CH2:19][CH2:18][CH2:17]3)[C:5]([C:6]([O:8][CH3:9])=[O:7])=[C:4]([CH3:24])[N:3]=1.[C:25](=O)([O-])[O-].[Cs+].[Cs+].[Si](C=[N+]=[N-])(C)(C)C. The catalyst is CO. The product is [O:20]1[C:21]2[C:16](=[CH:15][C:14]([C:10]3[C:5]([C:6]([O:8][CH3:9])=[O:7])=[C:4]([CH3:24])[N:3]=[C:2]4[NH:1][CH:25]=[CH:12][C:11]=34)=[CH:23][CH:22]=2)[CH2:17][CH2:18][CH2:19]1. The yield is 0.970. (9) The reactants are [CH2:1]([N:3]1[CH:7]=[C:6]([C:8]2[CH:13]=[CH:12][N:11]=[C:10]3[NH:14][CH:15]=[CH:16][C:9]=23)[C:5]([C:17]2[CH:22]=[CH:21][C:20]([N+:23]([O-])=O)=[CH:19][CH:18]=2)=[N:4]1)[CH3:2]. The catalyst is C(O)(=O)C.[Zn]. The product is [CH2:1]([N:3]1[CH:7]=[C:6]([C:8]2[CH:13]=[CH:12][N:11]=[C:10]3[NH:14][CH:15]=[CH:16][C:9]=23)[C:5]([C:17]2[CH:22]=[CH:21][C:20]([NH2:23])=[CH:19][CH:18]=2)=[N:4]1)[CH3:2]. The yield is 0.850. (10) The product is [F:4][C:5]([F:12])([F:11])[C:6]1[N:19]=[CH:17][NH:18][N:2]=1. No catalyst specified. The yield is 0.660. The reactants are O.[NH2:2]N.[F:4][C:5]([F:12])([F:11])[C:6](OCC)=O.C(O)(=O)C.[CH:17]([NH2:19])=[NH:18].